Dataset: Full USPTO retrosynthesis dataset with 1.9M reactions from patents (1976-2016). Task: Predict the reactants needed to synthesize the given product. (1) Given the product [CH2:27]([N:29]1[C:41]2[CH:40]=[CH:39][C:38]([NH:42][C:16]([C@@H:9]3[CH2:10][C:11](=[N:13][O:14][CH3:15])[CH2:12][N:8]3[C:6]([NH:19][CH2:22][CH2:23][CH2:24][CH2:25][CH3:26])=[O:7])=[O:18])=[CH:37][C:36]=2[C:35]2[C:30]1=[CH:31][CH:32]=[CH:33][CH:34]=2)[CH3:28], predict the reactants needed to synthesize it. The reactants are: C(O[C:6]([N:8]1[CH2:12]/[C:11](=[N:13]/[O:14][CH3:15])/[CH2:10][C@H:9]1[C:16]([OH:18])=O)=[O:7])(C)(C)C.[N:19]([CH2:22][CH2:23][CH2:24][CH2:25][CH3:26])=C=O.[CH2:27]([N:29]1[C:41]2[CH:40]=[CH:39][C:38]([NH2:42])=[CH:37][C:36]=2[C:35]2[C:30]1=[CH:31][CH:32]=[CH:33][CH:34]=2)[CH3:28]. (2) Given the product [OH:32][CH2:31][CH2:30][N:29]([CH3:28])[C:18]([C:16]1[C:15]2[CH2:14][CH2:13][CH:12]([C:21]3[CH:22]=[CH:23][CH:24]=[CH:25][CH:26]=3)[O:11][C:10]=2[C:9]2[N:5]([CH2:4][CH2:3][O:2][CH3:1])[C:6]([CH3:27])=[N:7][C:8]=2[CH:17]=1)=[O:19], predict the reactants needed to synthesize it. The reactants are: [CH3:1][O:2][CH2:3][CH2:4][N:5]1[C:9]2[C:10]3[O:11][CH:12]([C:21]4[CH:26]=[CH:25][CH:24]=[CH:23][CH:22]=4)[CH2:13][CH2:14][C:15]=3[C:16]([C:18](O)=[O:19])=[CH:17][C:8]=2[N:7]=[C:6]1[CH3:27].[CH3:28][NH:29][CH2:30][CH2:31][OH:32].